From a dataset of Catalyst prediction with 721,799 reactions and 888 catalyst types from USPTO. Predict which catalyst facilitates the given reaction. (1) Reactant: [Cl:1][C:2]1[CH:17]=[C:16]([NH:18][C:19]([C:21]2[C:22](=[O:34])[N:23]([C:28]3[CH:33]=[CH:32][CH:31]=[CH:30][CH:29]=3)[N:24]([CH3:27])[C:25]=2[CH3:26])=[O:20])[CH:15]=[CH:14][C:3]=1[O:4][C:5]1[CH:10]=[CH:9][N:8]=[C:7](C(N)=O)[CH:6]=1.C(O)(=O)C.C(O)(=O)C.IC1C=CC=CC=1.CC#[N:52]. Product: [NH2:52][C:7]1[CH:6]=[C:5]([O:4][C:3]2[CH:14]=[CH:15][C:16]([NH:18][C:19]([C:21]3[C:22](=[O:34])[N:23]([C:28]4[CH:33]=[CH:32][CH:31]=[CH:30][CH:29]=4)[N:24]([CH3:27])[C:25]=3[CH3:26])=[O:20])=[CH:17][C:2]=2[Cl:1])[CH:10]=[CH:9][N:8]=1. The catalyst class is: 161. (2) Reactant: [Cl:1][C:2]1[CH:7]=[CH:6][CH:5]=[C:4]([Cl:8])[C:3]=1[CH2:9][S:10]([C:13]1[CH:14]=[C:15]2[C:19](=[CH:20][CH:21]=1)[NH:18][C:17](=[O:22])/[C:16]/2=[CH:23]\[C:24]1[NH:28][C:27]([CH3:29])=[C:26]([C:30](O)=[O:31])[C:25]=1[CH3:33])(=[O:12])=[O:11].C1C=CC2N(O)N=NC=2C=1.CCN=C=NCCCN(C)C.Cl.[F:56][C:57]([F:61])([F:60])[CH2:58][NH2:59]. Product: [F:56][C:57]([F:61])([F:60])[CH2:58][NH:59][C:30]([C:26]1[C:25]([CH3:33])=[C:24](/[CH:23]=[C:16]2\[C:17](=[O:22])[NH:18][C:19]3[C:15]\2=[CH:14][C:13]([S:10]([CH2:9][C:3]2[C:4]([Cl:8])=[CH:5][CH:6]=[CH:7][C:2]=2[Cl:1])(=[O:12])=[O:11])=[CH:21][CH:20]=3)[NH:28][C:27]=1[CH3:29])=[O:31]. The catalyst class is: 3. (3) Product: [F:11][C:9]([F:12])([F:10])[C:7]1[CH:6]=[C:5]([CH2:13][O:14][C@@H:15]2[CH2:21][CH2:20][C@@H:19]3[N:22]([C:40](=[O:41])[CH2:39][Br:38])[C@@:16]2([C:23]2[CH:24]=[CH:25][CH:26]=[CH:27][CH:28]=2)[CH2:17][CH2:18]3)[CH:4]=[C:3]([C:2]([F:29])([F:1])[F:30])[CH:8]=1. The catalyst class is: 1. Reactant: [F:1][C:2]([F:30])([F:29])[C:3]1[CH:4]=[C:5]([CH2:13][O:14][C@@H:15]2[CH2:21][CH2:20][C@@H:19]3[NH:22][C@@:16]2([C:23]2[CH:28]=[CH:27][CH:26]=[CH:25][CH:24]=2)[CH2:17][CH2:18]3)[CH:6]=[C:7]([C:9]([F:12])([F:11])[F:10])[CH:8]=1.C(N(CC)CC)C.[Br:38][CH2:39][C:40](Br)=[O:41].O.